Task: Predict which catalyst facilitates the given reaction.. Dataset: Catalyst prediction with 721,799 reactions and 888 catalyst types from USPTO (1) Reactant: N1C=CC=CC=1.N1CCCCC1.[C:13](O)(=O)[CH2:14][C:15]([OH:17])=[O:16].[F:20][C:21]1[CH:22]=[C:23]([CH:26]=[CH:27][C:28]=1[F:29])C=O. Product: [F:20][C:21]1[CH:22]=[C:23](/[CH:13]=[CH:14]/[C:15]([OH:17])=[O:16])[CH:26]=[CH:27][C:28]=1[F:29]. The catalyst class is: 6. (2) Reactant: [Cl:1][C:2]1[C:6]([NH:7][CH3:8])=[CH:5][N:4]([C:9]2[CH:10]=[N:11][CH:12]=[CH:13][CH:14]=2)[N:3]=1.C(N(CC)CC)C.[CH3:22][C:23]([CH3:30])([CH2:27][S:28][CH3:29])[C:24](Cl)=[O:25].O. Product: [Cl:1][C:2]1[C:6]([N:7]([CH3:8])[C:24](=[O:25])[C:23]([CH3:30])([CH3:22])[CH2:27][S:28][CH3:29])=[CH:5][N:4]([C:9]2[CH:10]=[N:11][CH:12]=[CH:13][CH:14]=2)[N:3]=1. The catalyst class is: 4.